Regression/Classification. Given a drug SMILES string, predict its toxicity properties. Task type varies by dataset: regression for continuous values (e.g., LD50, hERG inhibition percentage) or binary classification for toxic/non-toxic outcomes (e.g., AMES mutagenicity, cardiotoxicity, hepatotoxicity). Dataset: ld50_zhu. From a dataset of Acute oral toxicity (LD50) regression data from Zhu et al.. (1) The compound is O=COCCc1ccccc1. The rat oral LD50 is 1.67, given as -log10 of the dose in mol/kg body weight (higher means more acutely toxic). (2) The compound is CCS(=O)(=O)CCn1c([N+](=O)[O-])cnc1C. The rat oral LD50 is 1.96, given as -log10 of the dose in mol/kg body weight (higher means more acutely toxic). (3) The rat oral LD50 is 1.67, given as -log10 of the dose in mol/kg body weight (higher means more acutely toxic). The compound is CC1CCCCC1NC(=O)Nc1ccccc1. (4) The drug is CCC(C)(C)NC(N)=NC#N. The rat oral LD50 is 2.71, given as -log10 of the dose in mol/kg body weight (higher means more acutely toxic). (5) The molecule is NNC(=S)NN. The rat oral LD50 is 3.69, given as -log10 of the dose in mol/kg body weight (higher means more acutely toxic).